From a dataset of Peptide-MHC class I binding affinity with 185,985 pairs from IEDB/IMGT. Regression. Given a peptide amino acid sequence and an MHC pseudo amino acid sequence, predict their binding affinity value. This is MHC class I binding data. The peptide sequence is GQYMNTPW. The MHC is Mamu-B52 with pseudo-sequence Mamu-B52. The binding affinity (normalized) is 0.562.